Task: Predict the product of the given reaction.. Dataset: Forward reaction prediction with 1.9M reactions from USPTO patents (1976-2016) Given the reactants [OH:1][CH2:2][C:3]1[C:4]([CH3:17])=[C:5]([O:13]C(=O)C)[C:6]([CH3:12])=[N:7][C:8]=1[CH2:9][CH2:10][CH3:11], predict the reaction product. The product is: [OH:1][CH2:2][C:3]1[C:4]([CH3:17])=[C:5]([OH:13])[C:6]([CH3:12])=[N:7][C:8]=1[CH2:9][CH2:10][CH3:11].